Dataset: Merck oncology drug combination screen with 23,052 pairs across 39 cell lines. Task: Regression. Given two drug SMILES strings and cell line genomic features, predict the synergy score measuring deviation from expected non-interaction effect. (1) Drug 1: CCN(CC)CCNC(=O)c1c(C)[nH]c(C=C2C(=O)Nc3ccc(F)cc32)c1C. Drug 2: COC1CC2CCC(C)C(O)(O2)C(=O)C(=O)N2CCCCC2C(=O)OC(C(C)CC2CCC(OP(C)(C)=O)C(OC)C2)CC(=O)C(C)C=C(C)C(O)C(OC)C(=O)C(C)CC(C)C=CC=CC=C1C. Cell line: NCIH2122. Synergy scores: synergy=31.1. (2) Drug 1: Cn1nnc2c(C(N)=O)ncn2c1=O. Drug 2: C#Cc1cccc(Nc2ncnc3cc(OCCOC)c(OCCOC)cc23)c1. Cell line: NCIH23. Synergy scores: synergy=-8.73. (3) Drug 1: COC12C(COC(N)=O)C3=C(C(=O)C(C)=C(N)C3=O)N1CC1NC12. Drug 2: C#Cc1cccc(Nc2ncnc3cc(OCCOC)c(OCCOC)cc23)c1. Cell line: HCT116. Synergy scores: synergy=-54.5.